From a dataset of Full USPTO retrosynthesis dataset with 1.9M reactions from patents (1976-2016). Predict the reactants needed to synthesize the given product. (1) Given the product [CH2:20]([O:27][C:28]1[CH:29]=[CH:30][C:31]([C:34]([C:15]2[C:14]([F:13])=[CH:19][CH:18]=[CH:17][N:16]=2)=[O:35])=[N:32][CH:33]=1)[C:21]1[CH:22]=[CH:23][CH:24]=[CH:25][CH:26]=1, predict the reactants needed to synthesize it. The reactants are: C(NC(C)C)(C)C.[Li]CCCC.[F:13][C:14]1[CH:15]=[N:16][CH:17]=[CH:18][CH:19]=1.[CH2:20]([O:27][C:28]1[CH:29]=[CH:30][C:31]([C:34](N(OC)C)=[O:35])=[N:32][CH:33]=1)[C:21]1[CH:26]=[CH:25][CH:24]=[CH:23][CH:22]=1. (2) The reactants are: [CH:1]1[C:6]2[C:7]([N:16]3[CH2:21][CH2:20][N:19]([CH2:22][CH2:23][O:24][CH2:25][CH2:26][OH:27])[CH:18]([CH2:28][NH:29]C(=O)C(F)(F)F)[CH2:17]3)=[N:8][C:9]3[CH:15]=[CH:14][CH:13]=[CH:12][C:10]=3[S:11][C:5]=2[CH:4]=[CH:3][CH:2]=1.C(=O)([O-])[O-].[K+].[K+]. Given the product [NH2:29][CH2:28][CH:18]1[CH2:17][N:16]([C:7]2[C:6]3[CH:1]=[CH:2][CH:3]=[CH:4][C:5]=3[S:11][C:10]3[CH:12]=[CH:13][CH:14]=[CH:15][C:9]=3[N:8]=2)[CH2:21][CH2:20][N:19]1[CH2:22][CH2:23][O:24][CH2:25][CH2:26][OH:27], predict the reactants needed to synthesize it. (3) Given the product [C:4]([O:3][C:1](=[O:2])[NH:8][C:9]1([C:12]2[O:14][N:31]=[C:29]([CH3:30])[N:28]=2)[CH2:10][CH2:11]1)([CH3:5])([CH3:6])[CH3:7], predict the reactants needed to synthesize it. The reactants are: [C:1]([NH:8][C:9]1([C:12]([OH:14])=O)[CH2:11][CH2:10]1)([O:3][C:4]([CH3:7])([CH3:6])[CH3:5])=[O:2].C(N1C=CN=C1)(N1C=CN=C1)=O.O[NH:28][C:29](=[NH:31])[CH3:30]. (4) Given the product [F:18][C:14]1[CH:15]=[CH:16][CH:17]=[C:2]([F:1])[C:3]=1[CH2:4][N:5]1[CH:9]=[C:8]([CH2:10][C:21]([NH2:19])=[O:20])[N:7]=[N:6]1, predict the reactants needed to synthesize it. The reactants are: [F:1][C:2]1[CH:17]=[CH:16][CH:15]=[C:14]([F:18])[C:3]=1[CH2:4][N:5]1[CH:9]=[C:8]([C:10](OC)=O)[N:7]=[N:6]1.[NH4+:19].[OH-:20].[CH3:21]O.